This data is from Full USPTO retrosynthesis dataset with 1.9M reactions from patents (1976-2016). The task is: Predict the reactants needed to synthesize the given product. Given the product [CH3:15][C:12]([O:11][C:9]([NH:16][C:17]1[CH:18]=[C:19]2[C:23](=[CH:24][CH:25]=1)[NH:22][C:21]([C:26]([O:28][CH2:29][CH3:30])=[O:27])=[CH:20]2)=[O:10])([CH3:13])[CH3:14], predict the reactants needed to synthesize it. The reactants are: [C:12]([O:11][C:9](O[C:9]([O:11][C:12]([CH3:15])([CH3:14])[CH3:13])=[O:10])=[O:10])([CH3:15])([CH3:14])[CH3:13].[NH2:16][C:17]1[CH:18]=[C:19]2[C:23](=[CH:24][CH:25]=1)[NH:22][C:21]([C:26]([O:28][CH2:29][CH3:30])=[O:27])=[CH:20]2.C(N(CC)CC)C.